Dataset: Full USPTO retrosynthesis dataset with 1.9M reactions from patents (1976-2016). Task: Predict the reactants needed to synthesize the given product. (1) The reactants are: Br[C:2]1[S:3][CH:4]=[C:5]([CH2:7][N:8]([C:15]2[CH:20]=[CH:19][C:18]([F:21])=[CH:17][CH:16]=2)[C:9](=[O:14])[C:10]([CH3:13])([CH3:12])[CH3:11])[N:6]=1.[N:22]1[CH:27]=[CH:26][CH:25]=[CH:24][C:23]=1[N:28]1[CH2:33][CH2:32][NH:31][CH2:30][CH2:29]1. Given the product [F:21][C:18]1[CH:19]=[CH:20][C:15]([N:8]([CH2:7][C:5]2[N:6]=[C:2]([N:31]3[CH2:32][CH2:33][N:28]([C:23]4[CH:24]=[CH:25][CH:26]=[CH:27][N:22]=4)[CH2:29][CH2:30]3)[S:3][CH:4]=2)[C:9](=[O:14])[C:10]([CH3:13])([CH3:12])[CH3:11])=[CH:16][CH:17]=1, predict the reactants needed to synthesize it. (2) Given the product [C:34]([N:24]([C:9]1[CH:10]=[CH:11][C:12]([C:13]([O:22][CH3:23])([C:18]([F:20])([F:21])[F:19])[C:14]([F:17])([F:16])[F:15])=[C:7]([CH2:3][CH:4]([CH3:6])[CH3:5])[CH:8]=1)[C:25]([C:27]1[C:32]([CH3:33])=[N:31][CH:30]=[CH:29][N:28]=1)=[O:26])(=[O:36])[CH3:35], predict the reactants needed to synthesize it. The reactants are: [H-].[Na+].[CH2:3]([C:7]1[CH:8]=[C:9]([NH:24][C:25]([C:27]2[C:32]([CH3:33])=[N:31][CH:30]=[CH:29][N:28]=2)=[O:26])[CH:10]=[CH:11][C:12]=1[C:13]([O:22][CH3:23])([C:18]([F:21])([F:20])[F:19])[C:14]([F:17])([F:16])[F:15])[CH:4]([CH3:6])[CH3:5].[C:34](Cl)(=[O:36])[CH3:35].Cl. (3) Given the product [C:26]([O:29][C@@H:30]1[C@@H:35]([O:36][C:37](=[O:39])[CH3:38])[C@H:34]([O:40][C:41](=[O:43])[CH3:42])[C@@H:33]([CH2:44][O:45][C:46](=[O:48])[CH3:47])[O:32][C@H:31]1[C:49]1[CH:54]=[CH:53][C:52]([Cl:55])=[C:51]([CH2:56][C:57]2[S:58][C:59]([C:68]3[CH:73]=[N:72][CH:71]=[CH:70][N:69]=3)=[CH:60][CH:61]=2)[CH:50]=1)(=[O:28])[CH3:27], predict the reactants needed to synthesize it. The reactants are: [C@@H]1(C2C=CC=C(CC3SC(CC)=CC=3)C=2)O[C@H](CO)[C@@H](O)[C@H](O)[C@H]1O.[C:26]([O:29][C@@H:30]1[C@@H:35]([O:36][C:37](=[O:39])[CH3:38])[C@H:34]([O:40][C:41](=[O:43])[CH3:42])[C@@H:33]([CH2:44][O:45][C:46](=[O:48])[CH3:47])[O:32][C@H:31]1[C:49]1[CH:54]=[CH:53][C:52]([Cl:55])=[C:51]([CH2:56][C:57]2[S:58][C:59](Br)=[CH:60][CH:61]=2)[CH:50]=1)(=[O:28])[CH3:27].C([Sn](CCCC)(CCCC)[C:68]1[CH:73]=[N:72][CH:71]=[CH:70][N:69]=1)CCC. (4) Given the product [OH:8][CH2:9][CH2:10][C:11]1[CH:12]=[C:13]([CH2:16][C:17]([OH:21])=[O:19])[S:14][CH:15]=1, predict the reactants needed to synthesize it. The reactants are: [Si]([O:8][CH2:9][CH2:10][C:11]1[CH:12]=[C:13]([CH2:16][C:17]#N)[S:14][CH:15]=1)(C(C)(C)C)(C)C.[OH-:19].[K+].[OH2:21]. (5) Given the product [C:1]1(=[CH:7][C:8]2[C:9]([C:17]3[CH:22]=[C:21]([C:23]([CH3:26])([CH3:24])[CH3:25])[CH:20]=[C:19]([C:27]([CH3:28])([CH3:29])[CH3:30])[CH:18]=3)=[N:10][C:11]([C:14]([NH:35][CH:33]3[CH2:34][O:31][CH2:32]3)=[O:16])=[N:12][CH:13]=2)[CH2:6][CH2:5][CH2:4][CH2:3][CH2:2]1, predict the reactants needed to synthesize it. The reactants are: [C:1]1(=[CH:7][C:8]2[C:9]([C:17]3[CH:22]=[C:21]([C:23]([CH3:26])([CH3:25])[CH3:24])[CH:20]=[C:19]([C:27]([CH3:30])([CH3:29])[CH3:28])[CH:18]=3)=[N:10][C:11]([C:14]([OH:16])=O)=[N:12][CH:13]=2)[CH2:6][CH2:5][CH2:4][CH2:3][CH2:2]1.[O:31]1[CH2:34][CH:33]([NH2:35])[CH2:32]1. (6) Given the product [F:32][C:2]([F:1])([F:31])[O:3][C:4]1[CH:5]=[C:6]([CH:28]=[CH:29][CH:30]=1)[O:7][C:8]1[C:9]([CH2:23][OH:24])=[N:10][N:11]([C:13]2[CH:18]=[CH:17][C:16]([C:19]([F:21])([F:22])[F:20])=[CH:15][CH:14]=2)[N:12]=1, predict the reactants needed to synthesize it. The reactants are: [F:1][C:2]([F:32])([F:31])[O:3][C:4]1[CH:5]=[C:6]([CH:28]=[CH:29][CH:30]=1)[O:7][C:8]1[C:9]([C:23](OCC)=[O:24])=[N:10][N:11]([C:13]2[CH:18]=[CH:17][C:16]([C:19]([F:22])([F:21])[F:20])=[CH:15][CH:14]=2)[N:12]=1.[H-].[Al+3].[Li+].[H-].[H-].[H-]. (7) The reactants are: [CH3:1][O:2][C:3]1[CH:12]=[C:11]([CH3:13])[CH:10]=[CH:9][C:4]=1[C:5]([O:7][CH3:8])=[O:6].[Br:14]Br. Given the product [CH3:1][O:2][C:3]1[CH:12]=[C:11]([CH2:13][Br:14])[CH:10]=[CH:9][C:4]=1[C:5]([O:7][CH3:8])=[O:6], predict the reactants needed to synthesize it.